Task: Regression. Given two drug SMILES strings and cell line genomic features, predict the synergy score measuring deviation from expected non-interaction effect.. Dataset: NCI-60 drug combinations with 297,098 pairs across 59 cell lines Cell line: NCI-H322M. Drug 2: CC1=C(C(=O)C2=C(C1=O)N3CC4C(C3(C2COC(=O)N)OC)N4)N. Drug 1: C1=CC(=C2C(=C1NCCNCCO)C(=O)C3=C(C=CC(=C3C2=O)O)O)NCCNCCO. Synergy scores: CSS=32.1, Synergy_ZIP=-7.14, Synergy_Bliss=3.19, Synergy_Loewe=1.93, Synergy_HSA=3.95.